This data is from Reaction yield outcomes from USPTO patents with 853,638 reactions. The task is: Predict the reaction yield, written as a fraction of the theoretical maximum amount of product (1.0 means a 100% yield; for example, 0.34 means a 34% yield). (1) The reactants are [F:1][C:2]1[CH:7]=[CH:6][C:5]([S:8]([N:11]([CH2:15][C:16]([OH:18])=O)[CH:12]([CH3:14])[CH3:13])(=[O:10])=[O:9])=[CH:4][CH:3]=1.[N:19]1([C:24]2[CH:25]=[C:26]([CH2:30][NH2:31])[CH:27]=[CH:28][CH:29]=2)[CH2:23][CH2:22][CH2:21][CH2:20]1.CN(C(ON1N=NC2C=CC=NC1=2)=[N+](C)C)C.F[P-](F)(F)(F)(F)F.OS([O-])(=O)=O.[K+]. The catalyst is C(Cl)Cl. The product is [F:1][C:2]1[CH:3]=[CH:4][C:5]([S:8]([N:11]([CH2:15][C:16]([NH:31][CH2:30][C:26]2[CH:27]=[CH:28][CH:29]=[C:24]([N:19]3[CH2:23][CH2:22][CH2:21][CH2:20]3)[CH:25]=2)=[O:18])[CH:12]([CH3:13])[CH3:14])(=[O:9])=[O:10])=[CH:6][CH:7]=1. The yield is 0.460. (2) The reactants are C(OC(=O)[NH:7][CH2:8][CH2:9][CH2:10][N:11]([CH:21]([C:24]1[N:25]([CH2:35][C:36]2[CH:41]=[CH:40][CH:39]=[CH:38][CH:37]=2)[C:26](=[O:34])[C:27]2[C:32]([CH3:33])=[N:31][S:30][C:28]=2[N:29]=1)[CH2:22][CH3:23])[C:12](=[O:20])[C:13]1[CH:18]=[CH:17][C:16]([CH3:19])=[CH:15][CH:14]=1)(C)(C)C.[ClH:43]. The product is [Cl-:43].[NH2:7][CH2:8][CH2:9][CH2:10][N:11]([CH:21]([C:24]1[N:25]([CH2:35][C:36]2[CH:37]=[CH:38][CH:39]=[CH:40][CH:41]=2)[C:26](=[O:34])[C:27]2[C:32]([CH3:33])=[N:31][S:30][C:28]=2[N:29]=1)[CH2:22][CH3:23])[C:12](=[O:20])[C:13]1[CH:18]=[CH:17][C:16]([CH3:19])=[CH:15][CH:14]=1. The catalyst is CCOCC. The yield is 0.870.